This data is from Peptide-MHC class II binding affinity with 134,281 pairs from IEDB. The task is: Regression. Given a peptide amino acid sequence and an MHC pseudo amino acid sequence, predict their binding affinity value. This is MHC class II binding data. (1) The binding affinity (normalized) is 0.574. The peptide sequence is AAATTGTTVYGAFAA. The MHC is HLA-DQA10401-DQB10402 with pseudo-sequence HLA-DQA10401-DQB10402. (2) The peptide sequence is VKIKPLEDKILVQAG. The MHC is DRB1_1501 with pseudo-sequence DRB1_1501. The binding affinity (normalized) is 0.446. (3) The peptide sequence is EKKYFAATQFEPLAC. The MHC is HLA-DPA10201-DPB10501 with pseudo-sequence HLA-DPA10201-DPB10501. The binding affinity (normalized) is 0.808. (4) The peptide sequence is KSVPLEMLLINLTTI. The MHC is DRB1_1101 with pseudo-sequence DRB1_1101. The binding affinity (normalized) is 0.361.